Dataset: Reaction yield outcomes from USPTO patents with 853,638 reactions. Task: Predict the reaction yield, written as a fraction of the theoretical maximum amount of product (1.0 means a 100% yield; for example, 0.34 means a 34% yield). (1) The reactants are [F:1][C:2]1[CH:23]=[C:22]([N+:24]([O-])=O)[CH:21]=[CH:20][C:3]=1[O:4][C:5]1[N:10]=[CH:9][N:8]=[C:7]([NH:11][C:12]([N:14]2[CH2:19][CH2:18][CH2:17][CH2:16][CH2:15]2)=[O:13])[CH:6]=1.[Cl-].[NH4+].C(OCC)(=O)C.O1CCCC1. The catalyst is C(O)C.O.[Fe]. The product is [NH2:24][C:22]1[CH:21]=[CH:20][C:3]([O:4][C:5]2[N:10]=[CH:9][N:8]=[C:7]([NH:11][C:12]([N:14]3[CH2:19][CH2:18][CH2:17][CH2:16][CH2:15]3)=[O:13])[CH:6]=2)=[C:2]([F:1])[CH:23]=1. The yield is 0.941. (2) The reactants are [CH2:1]([N:3]1[C:7]2[N:8]=[C:9]([C:18]3[CH:23]=[CH:22][C:21]([NH:24][C:25]([NH:27][C:28]4[CH:36]=[CH:35][C:31]([C:32]([OH:34])=O)=[CH:30][CH:29]=4)=[O:26])=[CH:20][CH:19]=3)[N:10]=[C:11]([N:12]3[CH2:17][CH2:16][O:15][CH2:14][CH2:13]3)[C:6]=2[N:5]=[N:4]1)[CH3:2].C[CH2:38][N:39](C(C)C)[CH:40](C)C.CN(C(ON1N=NC2C=CC=CC1=2)=[N+](C)C)C.F[P-](F)(F)(F)(F)F.N(C)C. The catalyst is CN1C(=O)CCC1. The yield is 0.170. The product is [CH2:1]([N:3]1[C:7]2[N:8]=[C:9]([C:18]3[CH:19]=[CH:20][C:21]([NH:24][C:25]([NH:27][C:28]4[CH:36]=[CH:35][C:31]([C:32]([N:39]([CH3:40])[CH3:38])=[O:34])=[CH:30][CH:29]=4)=[O:26])=[CH:22][CH:23]=3)[N:10]=[C:11]([N:12]3[CH2:13][CH2:14][O:15][CH2:16][CH2:17]3)[C:6]=2[N:5]=[N:4]1)[CH3:2]. (3) The reactants are [C:1]([O:5][C:6]([N:8]1[CH2:13][CH2:12][C:11]2[NH:14][N:15]=[C:16]([C:17]3[CH:22]=[CH:21][C:20]([C:23]([F:26])([F:25])[F:24])=[CH:19][CH:18]=3)[C:10]=2[CH2:9]1)=[O:7])([CH3:4])([CH3:3])[CH3:2].[C:27]([O:31][CH3:32])(=[O:30])[CH:28]=[CH2:29].C(O[Na])(C)(C)C. The catalyst is C1(C)C=CC=CC=1. The product is [C:1]([O:5][C:6]([N:8]1[CH2:13][CH2:12][C:11]2[N:14]([CH2:29][CH2:28][C:27]([O:31][CH3:32])=[O:30])[N:15]=[C:16]([C:17]3[CH:18]=[CH:19][C:20]([C:23]([F:24])([F:25])[F:26])=[CH:21][CH:22]=3)[C:10]=2[CH2:9]1)=[O:7])([CH3:4])([CH3:2])[CH3:3]. The yield is 0.150. (4) The reactants are [CH3:1][C:2]1[CH:7]=[CH:6][CH:5]=[CH:4][C:3]=1[CH2:8][C:9]([OH:11])=O.C(Cl)(=O)C(Cl)=O.[Br:18][C:19]1[CH:24]=[CH:23][C:22]([O:25]C)=[CH:21][CH:20]=1.[Al+3].[Cl-].[Cl-].[Cl-]. The catalyst is ClCCl.CN(C=O)C. The product is [Br:18][C:19]1[CH:20]=[CH:21][C:22]([OH:25])=[C:23]([C:9](=[O:11])[CH2:8][C:3]2[CH:4]=[CH:5][CH:6]=[CH:7][C:2]=2[CH3:1])[CH:24]=1. The yield is 0.330.